Predict the reaction yield, written as a fraction of the theoretical maximum amount of product (1.0 means a 100% yield; for example, 0.34 means a 34% yield). From a dataset of Reaction yield outcomes from USPTO patents with 853,638 reactions. (1) The reactants are [Cl:1][CH2:2][CH2:3][CH2:4][O:5][C:6]1[CH:11]=[CH:10][C:9]([C:12]2[CH:17]=[CH:16][C:15]([C:18](Cl)=[O:19])=[CH:14][CH:13]=2)=[CH:8][CH:7]=1.[NH:21]1[CH2:26][CH2:25][O:24][CH2:23][CH2:22]1.C(N(C(C)C)CC)(C)C. The catalyst is ClCCl. The product is [Cl:1][CH2:2][CH2:3][CH2:4][O:5][C:6]1[CH:11]=[CH:10][C:9]([C:12]2[CH:17]=[CH:16][C:15]([C:18]([N:21]3[CH2:26][CH2:25][O:24][CH2:23][CH2:22]3)=[O:19])=[CH:14][CH:13]=2)=[CH:8][CH:7]=1. The yield is 0.850. (2) The reactants are [H-].[Na+].[Cl:3][C:4]1[CH:5]=[C:6]([S:11]([N:14]2[CH2:18][CH2:17][CH2:16][CH:15]2[C:19]([NH:21][C:22]2[CH:27]=[CH:26][CH:25]=[CH:24][CH:23]=2)=[O:20])(=[O:13])=[O:12])[CH:7]=[CH:8][C:9]=1[CH3:10].Cl[CH2:29][N:30]1[C:34]2[CH:35]=[CH:36][CH:37]=[CH:38][C:33]=2[N:32]=[N:31]1. The catalyst is CN(C=O)C. The product is [N:30]1([CH2:29][N:21]([C:22]2[CH:27]=[CH:26][CH:25]=[CH:24][CH:23]=2)[C:19]([CH:15]2[CH2:16][CH2:17][CH2:18][N:14]2[S:11]([C:6]2[CH:7]=[CH:8][C:9]([CH3:10])=[C:4]([Cl:3])[CH:5]=2)(=[O:13])=[O:12])=[O:20])[C:34]2[CH:35]=[CH:36][CH:37]=[CH:38][C:33]=2[N:32]=[N:31]1. The yield is 0.460.